This data is from Peptide-MHC class I binding affinity with 185,985 pairs from IEDB/IMGT. The task is: Regression. Given a peptide amino acid sequence and an MHC pseudo amino acid sequence, predict their binding affinity value. This is MHC class I binding data. (1) The peptide sequence is VHDTNATKL. The MHC is HLA-B58:01 with pseudo-sequence HLA-B58:01. The binding affinity (normalized) is 0.0847. (2) The peptide sequence is SISKSNAKCI. The MHC is HLA-A02:01 with pseudo-sequence HLA-A02:01. The binding affinity (normalized) is 0. (3) The peptide sequence is ATQPVHWFL. The MHC is HLA-B40:01 with pseudo-sequence HLA-B40:01. The binding affinity (normalized) is 0.0847. (4) The peptide sequence is TMLVRQMTK. The MHC is HLA-B27:03 with pseudo-sequence HLA-B27:03. The binding affinity (normalized) is 0.0847. (5) The peptide sequence is LPNAVRPAV. The MHC is HLA-B07:02 with pseudo-sequence HLA-B07:02. The binding affinity (normalized) is 0.549. (6) The peptide sequence is AYSPFAFKK. The MHC is HLA-A01:01 with pseudo-sequence HLA-A01:01. The binding affinity (normalized) is 0.0847.